This data is from Peptide-MHC class II binding affinity with 134,281 pairs from IEDB. The task is: Regression. Given a peptide amino acid sequence and an MHC pseudo amino acid sequence, predict their binding affinity value. This is MHC class II binding data. The peptide sequence is AATAAAAAAVDRGDP. The MHC is HLA-DQA10301-DQB10302 with pseudo-sequence HLA-DQA10301-DQB10302. The binding affinity (normalized) is 0.339.